This data is from Forward reaction prediction with 1.9M reactions from USPTO patents (1976-2016). The task is: Predict the product of the given reaction. Given the reactants [CH:1]1([C:4]2[CH:5]=[C:6]([CH3:33])[C:7]([N:10]3[CH2:15][CH2:14][N:13]([C:16]([C:18]4[CH:26]=[CH:25][C:24]([N:27]5[CH2:31][CH2:30][CH2:29][C:28]5=[O:32])=[CH:23][C:19]=4[C:20]([NH2:22])=[O:21])=[O:17])[CH2:12][CH2:11]3)=[N:8][CH:9]=2)[CH2:3][CH2:2]1.[C:34](O[C:34]([O:36][C:37]([CH3:40])([CH3:39])[CH3:38])=[O:35])([O:36][C:37]([CH3:40])([CH3:39])[CH3:38])=[O:35], predict the reaction product. The product is: [C:37]([O:36][C:34]([N:22]([C:34]([O:36][C:37]([CH3:40])([CH3:39])[CH3:38])=[O:35])[C:20](=[O:21])[C:19]1[CH:23]=[C:24]([N:27]2[CH2:31][CH2:30][CH2:29][C:28]2=[O:32])[CH:25]=[CH:26][C:18]=1[C:16]([N:13]1[CH2:12][CH2:11][N:10]([C:7]2[C:6]([CH3:33])=[CH:5][C:4]([CH:1]3[CH2:2][CH2:3]3)=[CH:9][N:8]=2)[CH2:15][CH2:14]1)=[O:17])=[O:35])([CH3:40])([CH3:39])[CH3:38].